From a dataset of Forward reaction prediction with 1.9M reactions from USPTO patents (1976-2016). Predict the product of the given reaction. (1) Given the reactants [NH2:1][C:2]1[CH:7]=[C:6]([N+:8]([O-:10])=[O:9])[CH:5]=[CH:4][C:3]=1[CH2:11][OH:12].[CH3:13][C:14]([O-])(C)[CH3:15].[K+].C(Br)C=C, predict the reaction product. The product is: [CH2:15]([O:12][CH2:11][C:3]1[CH:4]=[CH:5][C:6]([N+:8]([O-:10])=[O:9])=[CH:7][C:2]=1[NH2:1])[CH:14]=[CH2:13]. (2) The product is: [CH3:26][O:27][C:10]1[CH:5]=[C:6]([CH:13]2[C:25]3[NH:24][C:23]4[C:18](=[CH:19][CH:20]=[CH:21][CH:22]=4)[C:17]=3[CH2:16][CH2:15][NH:14]2)[CH:7]=[C:8]([O:11][CH3:12])[CH:9]=1. Given the reactants [K+].[Br-].CO[C:5]1[CH:10]=[CH:9][C:8]([O:11][CH3:12])=[CH:7][C:6]=1[CH:13]1[C:25]2[NH:24][C:23]3[C:18](=[CH:19][CH:20]=[CH:21][CH:22]=3)[C:17]=2[CH2:16][CH2:15][NH:14]1.[CH3:26][O:27]C1C=C(C2C3NC4C(=CC=CC=4)C=3CCN2)C=CC=1OC.COC1C=C(OC)C=CC=1C1C2NC3C(=CC=CC=3)C=2CCN1, predict the reaction product.